Predict the reactants needed to synthesize the given product. From a dataset of Full USPTO retrosynthesis dataset with 1.9M reactions from patents (1976-2016). (1) Given the product [N+:1]([C:4]1[CH:5]=[CH:6][C:7](/[CH:8]=[CH:9]/[C:10]2[O:11][CH:25]=[N:24][CH:23]=2)=[CH:12][CH:13]=1)([O-:3])=[O:2], predict the reactants needed to synthesize it. The reactants are: [N+:1]([C:4]1[CH:13]=[CH:12][C:7]([CH:8]=[CH:9][CH:10]=[O:11])=[CH:6][CH:5]=1)([O-:3])=[O:2].C1(C)C=CC(S([CH2:23][N+:24]#[C-:25])(=O)=O)=CC=1.C(=O)([O-])[O-].[K+].[K+]. (2) Given the product [C:21]([O:20][C:18]([N:8]1[CH2:9][CH:10]([CH2:11][C:12]2[CH:13]=[CH:14][CH:15]=[CH:16][CH:17]=2)[C:6]([F:25])([CH2:4][OH:3])[CH2:7]1)=[O:19])([CH3:22])([CH3:24])[CH3:23], predict the reactants needed to synthesize it. The reactants are: C([O:3][C:4]([C:6]1([F:25])[CH:10]([CH2:11][C:12]2[CH:17]=[CH:16][CH:15]=[CH:14][CH:13]=2)[CH2:9][N:8]([C:18]([O:20][C:21]([CH3:24])([CH3:23])[CH3:22])=[O:19])[CH2:7]1)=O)C.[Li+].[BH4-]. (3) Given the product [CH2:28]([O:35][C:36]1[CH:51]=[C:50]([O:57][CH3:58])[CH:49]=[CH:48][C:47]=1[CH2:56][CH:55]([OH:83])[CH2:65][OH:68])[C:29]1[CH:30]=[CH:31][CH:32]=[CH:33][CH:34]=1, predict the reactants needed to synthesize it. The reactants are: CC[C@H]1[C@H]2C[C@H]([C@H](OC3[C:34]4[C:29](=[CH:30][CH:31]=[CH:32][CH:33]=4)[C:28]([O:35][C@H:36]([C:47]4[CH:56]=[CH:55]N=C5[C:48]=4[CH:49]=[C:50]([O:57][CH3:58])[CH:51]=C5)[C@@H]4N5C[C@H](CC)[C@@H](CC5)C4)=NN=3)C3C=CN=C4C=3C=C(OC)C=C4)N(CC2)C1.C(C1C=C[C:65]([O:68]C)=CC=1OCC1C=CC=CC=1)C=C.O.C([OH:83])(C)(C)C.